The task is: Predict the product of the given reaction.. This data is from Forward reaction prediction with 1.9M reactions from USPTO patents (1976-2016). (1) Given the reactants [F:1][C:2]1[CH:3]=[CH:4][C:5]([N:18]2[N:22]=[CH:21][CH:20]=[N:19]2)=[C:6]([C:8]([N:10]2[CH2:17][CH:16]3[CH:12]([CH2:13][NH:14][CH2:15]3)[CH2:11]2)=[O:9])[CH:7]=1.C(OC(N1CC2C(CNC2)C1)=O)(C)(C)C.Cl[C:39]1[CH:44]=[C:43]([CH3:45])[N:42]=[C:41]([CH3:46])[N:40]=1.ClC1N=C(C)C=C(C)N=1, predict the reaction product. The product is: [CH3:46][C:41]1[N:40]=[C:39]([N:14]2[CH2:13][CH:12]3[CH:16]([CH2:17][N:10]([C:8]([C:6]4[CH:7]=[C:2]([F:1])[CH:3]=[CH:4][C:5]=4[N:18]4[N:22]=[CH:21][CH:20]=[N:19]4)=[O:9])[CH2:11]3)[CH2:15]2)[CH:44]=[C:43]([CH3:45])[N:42]=1. (2) Given the reactants O=C1C2C(=CC=CC=2)C(=O)[N:3]1[CH2:12][C@@H:13]([NH:25][C:26](=[O:40])[C:27]1[CH:32]=[CH:31][C:30]([C:33]2[N:37]([CH3:38])[N:36]=[CH:35][CH:34]=2)=[C:29]([F:39])[CH:28]=1)[CH2:14][C:15]1[CH:20]=[CH:19][CH:18]=[CH:17][C:16]=1[C:21]([F:24])([F:23])[F:22].NN, predict the reaction product. The product is: [NH2:3][CH2:12][C@@H:13]([NH:25][C:26](=[O:40])[C:27]1[CH:32]=[CH:31][C:30]([C:33]2[N:37]([CH3:38])[N:36]=[CH:35][CH:34]=2)=[C:29]([F:39])[CH:28]=1)[CH2:14][C:15]1[CH:20]=[CH:19][CH:18]=[CH:17][C:16]=1[C:21]([F:24])([F:23])[F:22]. (3) Given the reactants [F:1][C:2]1[CH:13]=[CH:12][C:5]([C:6](N(OC)C)=[O:7])=[C:4]([NH:14][C:15]2[CH:20]=[CH:19][CH:18]=[CH:17][C:16]=2[F:21])[CH:3]=1.[CH2:22]1COC[CH2:23]1.C([Mg]Br)C, predict the reaction product. The product is: [F:1][C:2]1[CH:13]=[CH:12][C:5]([C:6](=[O:7])[CH2:22][CH3:23])=[C:4]([NH:14][C:15]2[CH:20]=[CH:19][CH:18]=[CH:17][C:16]=2[F:21])[CH:3]=1. (4) Given the reactants [C:1]([O:5][C:6](=[O:26])[N:7]([CH3:25])[C@H:8]([C:10](=[O:24])[NH:11][C@@H:12]1[C:18](=[O:19])[NH:17][C:16]2[CH:20]=[CH:21][CH:22]=[CH:23][C:15]=2[CH2:14][CH2:13]1)[CH3:9])([CH3:4])([CH3:3])[CH3:2].CS(O[CH2:32][C:33]1[C:42]2[C:37](=[CH:38][CH:39]=[CH:40][CH:41]=2)[N:36]=[CH:35][C:34]=1[CH:43]1[CH2:45][CH2:44]1)(=O)=O.C([O-])([O-])=O.[Cs+].[Cs+], predict the reaction product. The product is: [CH:43]1([C:34]2[CH:35]=[N:36][C:37]3[C:42]([C:33]=2[CH2:32][N:17]2[C:18](=[O:19])[C@@H:12]([NH:11][C:10](=[O:24])[C@@H:8]([N:7]([CH3:25])[C:6](=[O:26])[O:5][C:1]([CH3:4])([CH3:2])[CH3:3])[CH3:9])[CH2:13][CH2:14][C:15]4[CH:23]=[CH:22][CH:21]=[CH:20][C:16]2=4)=[CH:41][CH:40]=[CH:39][CH:38]=3)[CH2:45][CH2:44]1. (5) Given the reactants C[N:2]1[CH:7]2[CH2:8][CH2:9][CH:3]1[CH2:4][C:5](=[O:10])[CH2:6]2.C([O-])([O-])=O.[K+].[K+].Cl[C:18]([O:20][CH2:21][C:22]1[CH:27]=[CH:26][CH:25]=[CH:24][CH:23]=1)=[O:19], predict the reaction product. The product is: [O:10]=[C:5]1[CH2:6][CH:7]2[N:2]([C:18]([O:20][CH2:21][C:22]3[CH:27]=[CH:26][CH:25]=[CH:24][CH:23]=3)=[O:19])[CH:3]([CH2:9][CH2:8]2)[CH2:4]1. (6) Given the reactants [Cl:1][C:2]1[CH:33]=[CH:32][C:5]([O:6][C:7]2[CH:12]=[CH:11][C:10]([N:13]3[C@@H:17]([C:18]4[CH:23]=[CH:22][CH:21]=[C:20]([C:24]([F:27])([F:26])[F:25])[CH:19]=4)[CH2:16][C@H:15]([CH2:28][CH:29]=C)[C:14]3=[O:31])=[CH:9][CH:8]=2)=[CH:4][CH:3]=1.[BH4-].[Na+].C(Cl)Cl.C[OH:40], predict the reaction product. The product is: [Cl:1][C:2]1[CH:3]=[CH:4][C:5]([O:6][C:7]2[CH:8]=[CH:9][C:10]([N:13]3[C@@H:17]([C:18]4[CH:23]=[CH:22][CH:21]=[C:20]([C:24]([F:25])([F:27])[F:26])[CH:19]=4)[CH2:16][C@H:15]([CH2:28][CH2:29][OH:40])[C:14]3=[O:31])=[CH:11][CH:12]=2)=[CH:32][CH:33]=1. (7) Given the reactants [CH2:1]([NH2:8])[C:2]1[CH:7]=[CH:6][CH:5]=[CH:4][CH:3]=1.[CH3:9][CH2:10][C:11](=O)[CH2:12][CH3:13].[BH3-]C#N.[Na+], predict the reaction product. The product is: [CH2:1]([NH:8][CH:11]([CH2:12][CH3:13])[CH2:10][CH3:9])[C:2]1[CH:7]=[CH:6][CH:5]=[CH:4][CH:3]=1. (8) Given the reactants [CH:1]([C:4]1[C:5]([O:15][CH2:16][CH:17]([OH:19])[CH3:18])=[CH:6][N:7]2[C:12]=1[C:11](SC)=[N:10][CH:9]=[N:8]2)([CH3:3])[CH3:2].C([Si](C(C)C)(C(C)C)[N:24]1[C:28]2=[N:29][CH:30]=[C:31]([NH2:33])[CH:32]=[C:27]2[CH:26]=[CH:25]1)(C)C.ClC1C=CC=C(C(OO)=O)C=1.CCCC[N+](CCCC)(CCCC)CCCC.[F-], predict the reaction product. The product is: [CH:1]([C:4]1[C:5]([O:15][CH2:16][CH:17]([OH:19])[CH3:18])=[CH:6][N:7]2[C:12]=1[C:11]([NH:33][C:31]1[CH:32]=[C:27]3[CH:26]=[CH:25][NH:24][C:28]3=[N:29][CH:30]=1)=[N:10][CH:9]=[N:8]2)([CH3:3])[CH3:2]. (9) The product is: [CH3:27][N:28]([CH3:33])[CH:29]1[CH2:32][N:31]([C:24]([C@H:22]2[CH2:21][CH2:20][C:19]3[C:12]4[C:11]([NH:10][C:8]5[CH:9]=[C:4]6[CH:3]=[N:2][NH:1][C:5]6=[CH:6][N:7]=5)=[N:16][CH:15]=[N:14][C:13]=4[S:17][C:18]=3[CH2:23]2)=[O:25])[CH2:30]1. Given the reactants [NH:1]1[C:5]2=[CH:6][N:7]=[C:8]([NH:10][C:11]3[C:12]4[C:19]5[CH2:20][CH2:21][C@H:22]([C:24](O)=[O:25])[CH2:23][C:18]=5[S:17][C:13]=4[N:14]=[CH:15][N:16]=3)[CH:9]=[C:4]2[CH:3]=[N:2]1.[CH3:27][N:28]([CH3:33])[CH:29]1[CH2:32][NH:31][CH2:30]1, predict the reaction product.